This data is from Reaction yield outcomes from USPTO patents with 853,638 reactions. The task is: Predict the reaction yield, written as a fraction of the theoretical maximum amount of product (1.0 means a 100% yield; for example, 0.34 means a 34% yield). (1) The reactants are [C:1]([NH:4][CH2:5][C:6]1[CH:7]=[C:8]2[C:12](=[CH:13][CH:14]=1)[N:11]([C:15]1[CH:20]=[CH:19][CH:18]=[C:17]([C:21]#[C:22][C@:23]3([OH:30])[CH2:27][CH2:26][N:25]([CH3:28])[C:24]3=[O:29])[CH:16]=1)[N:10]=[C:9]2[C:31]([O:33]C)=O)(=[O:3])[CH3:2].[NH3:35]. The catalyst is CO. The product is [C:1]([NH:4][CH2:5][C:6]1[CH:7]=[C:8]2[C:12](=[CH:13][CH:14]=1)[N:11]([C:15]1[CH:20]=[CH:19][CH:18]=[C:17]([C:21]#[C:22][C@:23]3([OH:30])[CH2:27][CH2:26][N:25]([CH3:28])[C:24]3=[O:29])[CH:16]=1)[N:10]=[C:9]2[C:31]([NH2:35])=[O:33])(=[O:3])[CH3:2]. The yield is 0.270. (2) The catalyst is C(Cl)Cl.C(N(CC)CC)C.C1(C)C=CC=CC=1. The yield is 0.630. The product is [Cl:1][C:2]1[CH:8]=[C:7]([O:9][C:10]2[C:19]3[C:14](=[CH:15][C:16]([O:22][CH3:23])=[C:17]([O:20][CH3:21])[CH:18]=3)[N:13]=[CH:12][N:11]=2)[CH:6]=[CH:5][C:3]=1[NH:4][C:28](=[O:34])[O:27][CH2:25][CH:36]1[CH2:42][CH2:41][CH2:40][CH2:39][CH2:38][CH2:37]1. The reactants are [Cl:1][C:2]1[CH:8]=[C:7]([O:9][C:10]2[C:19]3[C:14](=[CH:15][C:16]([O:22][CH3:23])=[C:17]([O:20][CH3:21])[CH:18]=3)[N:13]=[CH:12][N:11]=2)[CH:6]=[CH:5][C:3]=1[NH2:4].Cl[C:25](Cl)([O:27][C:28](=[O:34])OC(Cl)(Cl)Cl)Cl.[CH:36]1(CO)[CH2:42][CH2:41][CH2:40][CH2:39][CH2:38][CH2:37]1.C(=O)(O)[O-].[Na+]. (3) The reactants are [N+:1]([CH2:4][CH2:5][CH2:6][C:7]([O:9][CH3:10])=[O:8])([O-:3])=[O:2].Br[C:12]1[CH:17]=[CH:16][C:15]([S:18]([N:21]([C:26]2[CH:31]=[CH:30][C:29]([CH3:32])=[CH:28][C:27]=2[CH3:33])[CH2:22][CH:23]([CH3:25])[CH3:24])(=[O:20])=[O:19])=[CH:14][CH:13]=1.C(P(C(C)(C)C)C1C=CC=CC=1C1C=CC=CC=1C)(C)(C)C.C(=O)([O-])[O-].[Cs+].[Cs+]. The catalyst is COCCOC.CO. The product is [CH3:33][C:27]1[CH:28]=[C:29]([CH3:32])[CH:30]=[CH:31][C:26]=1[N:21]([CH2:22][CH:23]([CH3:25])[CH3:24])[S:18]([C:15]1[CH:14]=[CH:13][C:12]([CH:4]([N+:1]([O-:3])=[O:2])[CH2:5][CH2:6][C:7]([O:9][CH3:10])=[O:8])=[CH:17][CH:16]=1)(=[O:20])=[O:19]. The yield is 0.430. (4) The reactants are [Cl:1][C:2]1[CH:3]=[C:4]([C:9]2([C:34]([F:37])([F:36])[F:35])[O:13][N:12]([CH3:14])[C:11]([C:15]3[CH:32]=[CH:31][C:18]([CH2:19][N:20]4C(=O)C5C(=CC=CC=5)C4=O)=[C:17]([CH3:33])[CH:16]=3)=[CH:10]2)[CH:5]=[C:6]([Cl:8])[CH:7]=1.O.NN. The catalyst is C(O)C.C(OCC)C. The product is [Cl:1][C:2]1[CH:3]=[C:4]([C:9]2([C:34]([F:36])([F:35])[F:37])[O:13][N:12]([CH3:14])[C:11]([C:15]3[CH:32]=[CH:31][C:18]([CH2:19][NH2:20])=[C:17]([CH3:33])[CH:16]=3)=[CH:10]2)[CH:5]=[C:6]([Cl:8])[CH:7]=1. The yield is 0.650. (5) The reactants are [C:1]1([CH2:7][CH2:8][CH2:9][CH2:10][CH2:11][CH:12]=O)[CH:6]=[CH:5][CH:4]=[CH:3][CH:2]=1.[C:14]([NH:18][OH:19])([CH3:17])([CH3:16])[CH3:15]. The catalyst is CO. The product is [C:14]([N+:18]([O-:19])=[CH:12][CH2:11][CH2:10][CH2:9][CH2:8][CH2:7][C:1]1[CH:6]=[CH:5][CH:4]=[CH:3][CH:2]=1)([CH3:17])([CH3:16])[CH3:15]. The yield is 0.890. (6) The reactants are [CH2:1]([NH:4][C:5]1[N:10]=[C:9]([NH:11][CH2:12][CH2:13][CH3:14])[N:8]=[C:7]([N:15]([CH3:21])[O:16][CH2:17][CH:18]2[CH2:20][CH2:19]2)[N:6]=1)[CH2:2][CH3:3].[OH:22][S:23]([OH:26])(=[O:25])=[O:24]. No catalyst specified. The product is [S:23]([OH:26])([OH:25])(=[O:24])=[O:22].[CH2:1]([NH:4][C:5]1[N:10]=[C:9]([NH:11][CH2:12][CH2:13][CH3:14])[N:8]=[C:7]([N:15]([CH3:21])[O:16][CH2:17][CH:18]2[CH2:19][CH2:20]2)[N:6]=1)[CH2:2][CH3:3]. The yield is 1.00. (7) The reactants are [NH:1]1[CH2:7][CH2:6][CH2:5][NH:4][CH2:3][CH2:2]1.C1(C)C=CC=CC=1P(C1C=CC=CC=1C)C1C=CC=CC=1C.CC(C)([O-])C.[K+].Br[C:37]1[CH:42]=[CH:41][CH:40]=[C:39]([C:43]([F:46])([F:45])[F:44])[CH:38]=1. The catalyst is C1(C)C(C)=CC=CC=1.C(Cl)Cl. The product is [F:44][C:43]([F:46])([F:45])[C:39]1[CH:38]=[C:37]([N:1]2[CH2:7][CH2:6][CH2:5][NH:4][CH2:3][CH2:2]2)[CH:42]=[CH:41][CH:40]=1. The yield is 0.340.